This data is from Forward reaction prediction with 1.9M reactions from USPTO patents (1976-2016). The task is: Predict the product of the given reaction. (1) Given the reactants C(OC([NH:8][C@H:9]([C:63]1[CH:68]=[CH:67][CH:66]=[CH:65][CH:64]=1)[C:10]([N:12]1[CH2:16][C@@H:15]([CH2:17][O:18][CH3:19])[CH2:14][C@H:13]1[C:20]1[NH:24][C:23]2[C:25]3[C:30]([CH:31]=[CH:32][C:22]=2[N:21]=1)=[CH:29][C:28]([C:33]1[CH:34]=[C:35]2[C:60](=[CH:61][CH:62]=1)[C:39]1[NH:40][C:41]([C@@H:43]4[CH2:47][C@H:46]([CH3:48])[CH2:45][N:44]4[C:49](=[O:59])[C@@H:50]([NH:54][C:55](=[O:58])[O:56][CH3:57])[CH:51]([CH3:53])[CH3:52])=[N:42][C:38]=1[CH:37]=[CH:36]2)=[CH:27][CH:26]=3)=[O:11])=O)(C)(C)C.Cl.[CH:70]1([C:74]([OH:76])=O)[CH2:73][CH2:72][CH2:71]1.CN(C(ON1N=NC2C=CC=NC1=2)=[N+](C)C)C.F[P-](F)(F)(F)(F)F.CCN(C(C)C)C(C)C, predict the reaction product. The product is: [CH:70]1([C:74]([NH:8][C@H:9]([C:63]2[CH:64]=[CH:65][CH:66]=[CH:67][CH:68]=2)[C:10]([N:12]2[CH2:16][C@@H:15]([CH2:17][O:18][CH3:19])[CH2:14][C@H:13]2[C:20]2[NH:24][C:23]3[C:25]4[C:30]([CH:31]=[CH:32][C:22]=3[N:21]=2)=[CH:29][C:28]([C:33]2[CH:34]=[C:35]3[C:60](=[CH:61][CH:62]=2)[C:39]2[NH:40][C:41]([C@@H:43]5[CH2:47][C@H:46]([CH3:48])[CH2:45][N:44]5[C:49](=[O:59])[C@@H:50]([NH:54][C:55](=[O:58])[O:56][CH3:57])[CH:51]([CH3:53])[CH3:52])=[N:42][C:38]=2[CH:37]=[CH:36]3)=[CH:27][CH:26]=4)=[O:11])=[O:76])[CH2:71][CH2:72][CH2:73]1. (2) Given the reactants C[O:2][C:3]([C:5]1[S:9][C:8]([C:10]2[CH:15]=[CH:14][CH:13]=[CH:12][N:11]=2)=[N:7][CH:6]=1)=[O:4].[OH-].[Li+].ClCCl, predict the reaction product. The product is: [N:11]1[CH:12]=[CH:13][CH:14]=[CH:15][C:10]=1[C:8]1[S:9][C:5]([C:3]([OH:4])=[O:2])=[CH:6][N:7]=1. (3) Given the reactants Cl[CH2:2][C:3]([NH:5][C:6]1[C:19]2[C:18](=[O:20])[C:17]3[C:12](=[CH:13][CH:14]=[CH:15][C:16]=3[NH:21][C:22](=[O:25])[CH2:23]Cl)[C:11](=[O:26])[C:10]=2[CH:9]=[CH:8][CH:7]=1)=[O:4].[N:27]1[CH:32]=[CH:31][CH:30]=CC=1.[CH2:33]([NH2:37])[CH:34]([CH3:36])[CH3:35].[CH3:38]N(C)C=O, predict the reaction product. The product is: [CH2:33]([NH:37][CH2:2][C:3]([NH:5][C:6]1[C:19]2[C:18](=[O:20])[C:17]3[C:12](=[CH:13][CH:14]=[CH:15][C:16]=3[NH:21][C:22](=[O:25])[CH2:23][NH:27][CH2:32][CH:31]([CH3:30])[CH3:38])[C:11](=[O:26])[C:10]=2[CH:9]=[CH:8][CH:7]=1)=[O:4])[CH:34]([CH3:36])[CH3:35]. (4) Given the reactants Cl[C:2]1[CH:3]=[CH:4][C:5]2[S:9][C:8](=[O:10])[NH:7][C:6]=2[CH:11]=1.[C-:12]#[N:13].[Na+], predict the reaction product. The product is: [O:10]=[C:8]1[NH:7][C:6]2[CH:11]=[C:2]([C:12]#[N:13])[CH:3]=[CH:4][C:5]=2[S:9]1. (5) Given the reactants [Cl:1][C:2]1[CH:7]=[CH:6][CH:5]=[CH:4][C:3]=1[N:8]1[C:12]([S:13]([C:16]2[CH:21]=[CH:20][C:19]([CH3:22])=[CH:18][N:17]=2)(=[O:15])=[O:14])=[CH:11][C:10]([CH2:23][N:24](C)[C:25](=O)OC(C)(C)C)=[N:9]1.C(O)C.C(OCC)(=O)C.Cl, predict the reaction product. The product is: [ClH:1].[Cl:1][C:2]1[CH:7]=[CH:6][CH:5]=[CH:4][C:3]=1[N:8]1[C:12]([S:13]([C:16]2[CH:21]=[CH:20][C:19]([CH3:22])=[CH:18][N:17]=2)(=[O:14])=[O:15])=[CH:11][C:10]([CH2:23][NH:24][CH3:25])=[N:9]1.